Dataset: Full USPTO retrosynthesis dataset with 1.9M reactions from patents (1976-2016). Task: Predict the reactants needed to synthesize the given product. (1) Given the product [CH3:21][C:18]1([C:12]2[CH:11]=[C:10]3[C:15](=[CH:14][CH:13]=2)[C:16](=[O:66])[NH:33][CH:32]=[CH:9]3)[CH2:19][CH2:20]1, predict the reactants needed to synthesize it. The reactants are: BrC1C(C(C)(C)O[SiH2]C(C)(C)C)=C(N2C=[CH:16][C:15]3[C:10](=[CH:11][C:12]([C:18]4([CH3:21])[CH2:20][CH2:19]4)=[CH:13][CH:14]=3)[C:9]2=O)C=CC=1.[CH3:32][N:33]1C=C(B2OC(C)(C)C(C)(C)O2)C=C(NC2C=CC(C(N3CCOCC3)=O)=CN=2)C1=O.O.C(=O)([O-])[O-:66].[Cs+].[Cs+]. (2) The reactants are: [Cl:1][C:2]1[CH:7]=[CH:6][C:5]([NH:8]C(=O)C(F)(F)F)=[C:4]([C:15]2[N:16]=[CH:17][N:18]([C@@H:22]3[C:38]4[CH:39]=[C:34]([CH:35]=[CH:36][N:37]=4)[C:33]4[N:32]([CH3:40])[N:31]=[CH:30][C:29]=4[NH:28][C:27](=[O:41])[C@H:26]([CH3:42])[CH2:25][CH2:24][CH2:23]3)[C:19](=[O:21])[CH:20]=2)[CH:3]=1.Cl. Given the product [ClH:1].[NH2:8][C:5]1[CH:6]=[CH:7][C:2]([Cl:1])=[CH:3][C:4]=1[C:15]1[N:16]=[CH:17][N:18]([C@@H:22]2[C:38]3[CH:39]=[C:34]([CH:35]=[CH:36][N:37]=3)[C:33]3[N:32]([CH3:40])[N:31]=[CH:30][C:29]=3[NH:28][C:27](=[O:41])[C@H:26]([CH3:42])[CH2:25][CH2:24][CH2:23]2)[C:19](=[O:21])[CH:20]=1, predict the reactants needed to synthesize it.